This data is from Reaction yield outcomes from USPTO patents with 853,638 reactions. The task is: Predict the reaction yield, written as a fraction of the theoretical maximum amount of product (1.0 means a 100% yield; for example, 0.34 means a 34% yield). (1) The reactants are [CH3:1][O:2][C:3]1[CH:4]=[C:5]([CH2:20][C:21]([N:23]2[CH2:27][CH2:26][CH2:25][CH:24]2[CH2:28][NH:29][C@@H:30]2[CH2:35][CH2:34][C@H:33]([C:36]([O:38]CC3C=CC=CC=3)=[O:37])[CH2:32][CH2:31]2)=[O:22])[CH:6]=[CH:7][C:8]=1[NH:9][C:10]([NH:12][C:13]1[CH:18]=[CH:17][CH:16]=[CH:15][C:14]=1[CH3:19])=[O:11].[OH-].[Na+]. The yield is 0.730. The product is [CH3:1][O:2][C:3]1[CH:4]=[C:5]([CH2:20][C:21]([N:23]2[CH2:27][CH2:26][CH2:25][CH:24]2[CH2:28][NH:29][C@@H:30]2[CH2:35][CH2:34][C@H:33]([C:36]([OH:38])=[O:37])[CH2:32][CH2:31]2)=[O:22])[CH:6]=[CH:7][C:8]=1[NH:9][C:10]([NH:12][C:13]1[CH:18]=[CH:17][CH:16]=[CH:15][C:14]=1[CH3:19])=[O:11]. The catalyst is C1COCC1.CO. (2) The reactants are [CH3:1][O:2][C:3]([C:5]1[C:9]([CH2:10]Br)=[C:8]([C:12]2[CH:17]=[CH:16][C:15]([O:18][CH3:19])=[CH:14][CH:13]=2)[N:7]([C:20]2[CH:25]=[CH:24][C:23]([Cl:26])=[CH:22][C:21]=2[Cl:27])[N:6]=1)=[O:4].[CH3:28][NH:29][CH3:30]. The catalyst is CN(C=O)C. The product is [CH3:1][O:2][C:3]([C:5]1[C:9]([CH2:10][N:29]([CH3:30])[CH3:28])=[C:8]([C:12]2[CH:17]=[CH:16][C:15]([O:18][CH3:19])=[CH:14][CH:13]=2)[N:7]([C:20]2[CH:25]=[CH:24][C:23]([Cl:26])=[CH:22][C:21]=2[Cl:27])[N:6]=1)=[O:4]. The yield is 1.00. (3) The reactants are [Cl:1][C:2]1[CH:3]=[N:4][CH:5]=[C:6]([F:9])[C:7]=1I.[CH3:10][N:11]1[CH2:16][CH:15]=[C:14](B2OC(C)(C)C(C)(C)O2)[CH2:13][CH2:12]1.C([O-])([O-])=O.[Na+].[Na+]. The catalyst is COCCOC.Cl[Pd](Cl)([P](C1C=CC=CC=1)(C1C=CC=CC=1)C1C=CC=CC=1)[P](C1C=CC=CC=1)(C1C=CC=CC=1)C1C=CC=CC=1. The product is [Cl:1][C:2]1[CH:3]=[N:4][CH:5]=[C:6]([F:9])[C:7]=1[C:14]1[CH2:15][CH2:16][N:11]([CH3:10])[CH2:12][CH:13]=1. The yield is 0.860. (4) The reactants are [F:1][C:2]1[CH:3]=[C:4]([CH:42]=[C:43]([F:45])[CH:44]=1)[CH2:5][N:6]1[CH:10]=[C:9]([C:11]2[C:19]3[C:14](=[N:15][CH:16]=[C:17]([C:20]4[CH:21]=[N:22][C:23]([N:26]5[CH2:31][CH2:30][NH:29][CH2:28][CH2:27]5)=[CH:24][CH:25]=4)[CH:18]=3)[N:13]([S:32]([C:35]3[CH:41]=[CH:40][C:38]([CH3:39])=[CH:37][CH:36]=3)(=[O:34])=[O:33])[CH:12]=2)[CH:8]=[N:7]1.FC1C=C(C=C(F)C=1)CN1C=C(C2C3C(=NC=C(C4C=NC(N5CCN(C)CC5)=CC=4)C=3)NC=2)C=N1.[CH3:82][C@H:83]1[CH2:85][O:84]1.CCN(C(C)C)C(C)C. The catalyst is C(O)C. The product is [F:1][C:2]1[CH:3]=[C:4]([CH:42]=[C:43]([F:45])[CH:44]=1)[CH2:5][N:6]1[CH:10]=[C:9]([C:11]2[C:19]3[C:14](=[N:15][CH:16]=[C:17]([C:20]4[CH:25]=[CH:24][C:23]([N:26]5[CH2:27][CH2:28][N:29]([CH2:82][C@@H:83]([OH:84])[CH3:85])[CH2:30][CH2:31]5)=[N:22][CH:21]=4)[CH:18]=3)[N:13]([S:32]([C:35]3[CH:36]=[CH:37][C:38]([CH3:39])=[CH:40][CH:41]=3)(=[O:33])=[O:34])[CH:12]=2)[CH:8]=[N:7]1. The yield is 0.825. (5) The reactants are [OH-].[Li+].[O:3]1[CH2:8][CH2:7][CH2:6][CH2:5][CH:4]1[CH2:9][CH2:10][C:11]([O:13]C)=[O:12].Cl. The product is [O:3]1[CH2:8][CH2:7][CH2:6][CH2:5][CH:4]1[CH2:9][CH2:10][C:11]([OH:13])=[O:12]. The catalyst is O1CCCC1. The yield is 0.670. (6) The reactants are [CH2:1]([O:3][C:4](=[O:28])[CH2:5][N:6]([CH2:24][C:25]([OH:27])=[O:26])[C:7]1[CH:15]=[C:14]2[C:10]([C:11]([CH3:22])=[N:12][N:13]2C2CCCCO2)=[CH:9][C:8]=1[CH3:23])[CH3:2].S(=O)(=O)(O)O. The catalyst is C(O)C. The product is [CH2:1]([O:3][C:4](=[O:28])[CH2:5][N:6]([CH2:24][C:25]([OH:27])=[O:26])[C:7]1[CH:15]=[C:14]2[C:10]([C:11]([CH3:22])=[N:12][NH:13]2)=[CH:9][C:8]=1[CH3:23])[CH3:2]. The yield is 0.850. (7) The reactants are [H-].[Na+:2].CO.[O:5]1[CH2:11][CH:10]([OH:12])[CH2:9][O:8][C:7]2=[CH:13][S:14][CH:15]=[C:6]12.[CH2:16]1[S:20](=[O:22])(=[O:21])[O:19][CH2:18][CH2:17]1. The catalyst is C1(C)C=CC=CC=1.CC(C)=O. The product is [O:12]1[CH:10]([CH2:11][O:5][CH2:18][CH2:17][CH2:16][S:20]([O-:22])(=[O:21])=[O:19])[CH2:9][O:8][C:7]2=[CH:13][S:14][CH:15]=[C:6]12.[Na+:2]. The yield is 0.830. (8) The reactants are [Cl:1][C:2]1[C:7]2[O:8][C:9]3[CH2:14][CH2:13][N:12](C(OC(C)(C)C)=O)[CH2:11][C:10]=3[C:6]=2[CH:5]=[C:4]([S:22]([C:25]2[CH:30]=[CH:29][CH:28]=[C:27]([C:31]([F:34])([F:33])[F:32])[CH:26]=2)(=[O:24])=[O:23])[CH:3]=1.FC(F)(F)C(O)=O. The catalyst is ClCCl. The product is [ClH:1].[Cl:1][C:2]1[C:7]2[O:8][C:9]3[CH2:14][CH2:13][NH:12][CH2:11][C:10]=3[C:6]=2[CH:5]=[C:4]([S:22]([C:25]2[CH:30]=[CH:29][CH:28]=[C:27]([C:31]([F:33])([F:32])[F:34])[CH:26]=2)(=[O:23])=[O:24])[CH:3]=1. The yield is 0.270. (9) The reactants are [CH:1]1[C:10]2[CH2:9][CH2:8][CH2:7][C:6](=[O:11])[C:5]=2[CH:4]=[CH:3][N:2]=1.[C:12]([O:17][CH2:18]C)(=[O:16])[C:13]([O-])=[O:14].C[O-].[Na+]. The catalyst is COCCOC. The product is [O:11]=[C:6]1[CH:7]([C:13](=[O:14])[C:12]([O:17][CH3:18])=[O:16])[CH2:8][CH2:9][C:10]2[CH:1]=[N:2][CH:3]=[CH:4][C:5]1=2. The yield is 1.00.